Dataset: Forward reaction prediction with 1.9M reactions from USPTO patents (1976-2016). Task: Predict the product of the given reaction. (1) Given the reactants Cl[CH2:2][C:3]1[CH:7]=[C:6]([CH3:8])[O:5][N:4]=1.[O:9]1[CH:13]=[CH:12][CH:11]=[C:10]1[C:14]1[N:31]=[C:17]2[N:18]=[C:19]([NH:23][CH2:24][CH:25]3[CH2:30][CH2:29][CH2:28][NH:27][CH2:26]3)[N:20]=[C:21]([NH2:22])[N:16]2[N:15]=1.CCN(CC)CC, predict the reaction product. The product is: [O:9]1[CH:13]=[CH:12][CH:11]=[C:10]1[C:14]1[N:31]=[C:17]2[N:18]=[C:19]([NH:23][CH2:24][CH:25]3[CH2:30][CH2:29][CH2:28][N:27]([CH2:2][C:3]4[CH:7]=[C:6]([CH3:8])[O:5][N:4]=4)[CH2:26]3)[N:20]=[C:21]([NH2:22])[N:16]2[N:15]=1. (2) Given the reactants [C:1]([O:5][C:6]([N:8]1[CH2:13][CH2:12][CH:11]([N:14]2[C:18]3=[N:19][CH:20]=[N:21][C:22]([O:23][C:24]4[CH:29]=[CH:28][C:27](=[O:30])[N:26]([CH3:31])[N:25]=4)=[C:17]3[CH:16]=[N:15]2)[CH2:10][CH2:9]1)=[O:7])(C)([CH3:3])[CH3:2].FC(F)(F)C(O)=O.ClC(OC(C)C)=O.C(N(CC)CC)C.C(=O)([O-])[O-].[Na+].[Na+], predict the reaction product. The product is: [CH:1]([O:5][C:6]([N:8]1[CH2:13][CH2:12][CH:11]([N:14]2[C:18]3=[N:19][CH:20]=[N:21][C:22]([O:23][C:24]4[CH:29]=[CH:28][C:27](=[O:30])[N:26]([CH3:31])[N:25]=4)=[C:17]3[CH:16]=[N:15]2)[CH2:10][CH2:9]1)=[O:7])([CH3:3])[CH3:2].